This data is from Peptide-MHC class II binding affinity with 134,281 pairs from IEDB. The task is: Regression. Given a peptide amino acid sequence and an MHC pseudo amino acid sequence, predict their binding affinity value. This is MHC class II binding data. (1) The peptide sequence is ARMWIQAATTMASYQ. The MHC is HLA-DPA10201-DPB11401 with pseudo-sequence HLA-DPA10201-DPB11401. The binding affinity (normalized) is 0.401. (2) The peptide sequence is AAGTAAQAAVVRFQE. The MHC is DRB1_0101 with pseudo-sequence DRB1_0101. The binding affinity (normalized) is 0.523. (3) The binding affinity (normalized) is 0.490. The MHC is HLA-DQA10101-DQB10501 with pseudo-sequence HLA-DQA10101-DQB10501. The peptide sequence is PANDKFTVFEAAFNNAIKAS. (4) The peptide sequence is AFKAAATAANAAPAN. The MHC is DRB1_1001 with pseudo-sequence DRB1_1001. The binding affinity (normalized) is 0.765. (5) The peptide sequence is TTFQQKISKYFNS. The MHC is HLA-DQA10501-DQB10301 with pseudo-sequence HLA-DQA10501-DQB10301. The binding affinity (normalized) is 0.0590. (6) The binding affinity (normalized) is 0.686. The MHC is DRB1_1001 with pseudo-sequence DRB1_1001. The peptide sequence is TDKFLANVSTVLTGK. (7) The peptide sequence is AVWVDGKARTAWVDS. The MHC is DRB1_1001 with pseudo-sequence DRB1_1001. The binding affinity (normalized) is 0.601. (8) The peptide sequence is VDGIIAAYQNPASWK. The MHC is HLA-DQA10501-DQB10201 with pseudo-sequence HLA-DQA10501-DQB10201. The binding affinity (normalized) is 0.270. (9) The peptide sequence is LVPFVQWFVGLSPTV. The MHC is DRB1_1501 with pseudo-sequence DRB1_1501. The binding affinity (normalized) is 0.760.